This data is from Peptide-MHC class I binding affinity with 185,985 pairs from IEDB/IMGT. The task is: Regression. Given a peptide amino acid sequence and an MHC pseudo amino acid sequence, predict their binding affinity value. This is MHC class I binding data. (1) The peptide sequence is FVPQNGQFI. The MHC is H-2-Kb with pseudo-sequence H-2-Kb. The binding affinity (normalized) is 0.0352. (2) The peptide sequence is EKEGKISKI. The MHC is HLA-B15:01 with pseudo-sequence HLA-B15:01. The binding affinity (normalized) is 0. (3) The peptide sequence is RPRIRLSAP. The MHC is HLA-B44:02 with pseudo-sequence HLA-B44:02. The binding affinity (normalized) is 0.0847. (4) The peptide sequence is GRQTALFLL. The MHC is Mamu-A20102 with pseudo-sequence Mamu-A20102. The binding affinity (normalized) is 0.308.